This data is from NCI-60 drug combinations with 297,098 pairs across 59 cell lines. The task is: Regression. Given two drug SMILES strings and cell line genomic features, predict the synergy score measuring deviation from expected non-interaction effect. (1) Drug 1: CC1=C2C(C(=O)C3(C(CC4C(C3C(C(C2(C)C)(CC1OC(=O)C(C(C5=CC=CC=C5)NC(=O)C6=CC=CC=C6)O)O)OC(=O)C7=CC=CC=C7)(CO4)OC(=O)C)O)C)OC(=O)C. Drug 2: C1CC(C1)(C2=CC=C(C=C2)C3=C(C=C4C(=N3)C=CN5C4=NNC5=O)C6=CC=CC=C6)N. Cell line: OVCAR3. Synergy scores: CSS=76.4, Synergy_ZIP=-0.717, Synergy_Bliss=-2.24, Synergy_Loewe=1.22, Synergy_HSA=4.85. (2) Drug 1: CC12CCC(CC1=CCC3C2CCC4(C3CC=C4C5=CN=CC=C5)C)O. Synergy scores: CSS=5.76, Synergy_ZIP=-1.50, Synergy_Bliss=0.866, Synergy_Loewe=-4.65, Synergy_HSA=-0.679. Drug 2: CC1=C(C(CCC1)(C)C)C=CC(=CC=CC(=CC(=O)O)C)C. Cell line: OVCAR-5. (3) Drug 1: CN1CCC(CC1)COC2=C(C=C3C(=C2)N=CN=C3NC4=C(C=C(C=C4)Br)F)OC. Drug 2: CC1C(C(=O)NC(C(=O)N2CCCC2C(=O)N(CC(=O)N(C(C(=O)O1)C(C)C)C)C)C(C)C)NC(=O)C3=C4C(=C(C=C3)C)OC5=C(C(=O)C(=C(C5=N4)C(=O)NC6C(OC(=O)C(N(C(=O)CN(C(=O)C7CCCN7C(=O)C(NC6=O)C(C)C)C)C)C(C)C)C)N)C. Cell line: DU-145. Synergy scores: CSS=18.2, Synergy_ZIP=7.08, Synergy_Bliss=12.0, Synergy_Loewe=10.7, Synergy_HSA=10.7.